From a dataset of Catalyst prediction with 721,799 reactions and 888 catalyst types from USPTO. Predict which catalyst facilitates the given reaction. The catalyst class is: 229. Product: [C:24]([C:28]1[N:29]=[C:30]([NH:33][C:8](=[O:10])[C:7]2[CH:11]=[CH:12][N:13]=[C:5]([NH:4][C:1](=[O:3])[CH3:2])[CH:6]=2)[S:31][CH:32]=1)([CH3:27])([CH3:26])[CH3:25]. Reactant: [C:1]([NH:4][C:5]1[CH:6]=[C:7]([CH:11]=[CH:12][N:13]=1)[C:8]([OH:10])=O)(=[O:3])[CH3:2].S(Cl)(Cl)=O.N1C=CC=CC=1.[C:24]([C:28]1[N:29]=[C:30]([NH2:33])[S:31][CH:32]=1)([CH3:27])([CH3:26])[CH3:25].